Dataset: Experimentally validated miRNA-target interactions with 360,000+ pairs, plus equal number of negative samples. Task: Binary Classification. Given a miRNA mature sequence and a target amino acid sequence, predict their likelihood of interaction. (1) The miRNA is hsa-miR-374c-3p with sequence CACUUAGCAGGUUGUAUUAUAU. The protein sequence of the target gene is MPKPPDYSELSDSLTLAVGTGRFSGPLHRAWRMMNFRQRMGWIGVGLYLLASAAAFYYVFEISETYNRLALEHIQQHPEEPLEGTTWTHSLKAQLLSLPFWVWTVIFLVPYLQMFLFLYSCTRADPKTVGYCIIPICLAVICNRHQAFVKASNQISRLQLIDT. Result: 0 (no interaction). (2) Result: 0 (no interaction). The miRNA is hsa-miR-875-3p with sequence CCUGGAAACACUGAGGUUGUG. The protein sequence of the target gene is MDQSSEGCMKKISSVNLDKLINDFSQIEKKMVETNGKNNILDIQLEKSNCLLKVMQAKEVSIKEECATLHNIIKGLQQTIEYQQNLKGENEQLKISADLIKEKLKSHEQEYKNNIAKLVSEMKIKEEGYKKEISKLYQDMQRKVELNEEKHKELIEKKEMEISELNAKLRSQEKEKQNEIIKLQLEFDAKLARVQTKSKSYQDSTVLPQSIYRRKLQHFQEEKNKEIAILRNTIRDLEQRLSVGKDSHLKRRRF. (3) The miRNA is mmu-miR-3098-3p with sequence UUCUGCUGCCUGCCUUUAGGA. The protein sequence of the target gene is MDRVYEIPEEPNVDPVSSLEEDVIRGANPRFTFPFSILFSTFLYCGEAASALYMVRIYRKNSETYWMTYTFSFFMFSSIMVQLTLIFVHRDLAKDKPLSLFMHLILLGPVIRCLEAMIKYLTLWKKEEQEEPYVSLTRKKMLIDGEEVLIEWEVGHSIRTLAMHRNAYKRMSQIQAFLGSVPQLTYQLYVSLISAEVPLGRVVLMVFSLVSVTYGATLCNMLAIQIKYDDYKIRLGPLEVLCITIWRTLEITSRLLILVLFSATLKLKAVPFLVLNFLIILFEPWIKFWRSGAQMPNNIE.... Result: 0 (no interaction). (4) Result: 0 (no interaction). The protein sequence of the target gene is MSATDRMGPRAVPGLRLALLLLLVLGTPKSGVQGQEGLDFPEYDGVDRVINVNAKNYKNVFKKYEVLALLYHEPPEDDKASQRQFEMEELILELAAQVLEDKGVGFGLVDSEKDAAVAKKLGLTEVDSMYVFKGDEVIEYDGEFSADTIVEFLLDVLEDPVELIEGERELQAFENIEDEIKLIGYFKSKDSEHYKAFEDAAEEFHPYIPFFATFDSKVAKKLTLKLNEIDFYEAFMEEPVTIPDKPNSEEEIVNFVEEHRRSTLRKLKPESMYETWEDDMDGIHIVAFAEEADPDGFEFL.... The miRNA is hsa-miR-6847-5p with sequence ACAGAGGACAGUGGAGUGUGAGC. (5) The protein sequence of the target gene is MGVWLNKDDYIRDLKRIILCFLIVYMAILVGTDQDFYSLLGVSKTASSREIRQAFKKLALKLHPDKNPNNPNAHGDFLKINRAYEVLKDEDLRKKYDKYGEKGLEDNQGGQYESWNYYRYDFGIYDDDPEIITLERREFDAAVNSGELWFVNFYSPGCSHCHDLAPTWRDFAKEVDGLLRIGAVNCGDDRMLCRMKGVNSYPSLFIFRSGMAPVKYHGDRSKESLVSFAMQHVRSTVTELWTGNFVNSIQTAFAAGIGWLITFCSKGGDCLTSQTRLRLSGMLDGLVNVGWMDCATQDNL.... Result: 1 (interaction). The miRNA is hsa-miR-3926 with sequence UGGCCAAAAAGCAGGCAGAGA. (6) The miRNA is hsa-miR-4669 with sequence UGUGUCCGGGAAGUGGAGGAGG. The protein sequence of the target gene is MLRLRSGLRHLRATPNTRGSARLLCAEMPKKAGATTKGKSQSKEPERPLPPLGPVAVDPKGCVTIAIHAKPGSKQNAVTDLTAEAVNVAIAAPPSEGEANAELCRYLSKVLELRKSDVVLDKGGKSREKVVKLLASTTPEEILEKLKKEAKKT. Result: 0 (no interaction).